This data is from Kir2.1 potassium channel HTS with 301,493 compounds. The task is: Binary Classification. Given a drug SMILES string, predict its activity (active/inactive) in a high-throughput screening assay against a specified biological target. (1) The compound is O1c2n(nc(c2C(C(=C1N)C#N)c1ccncc1)CCC)C. The result is 0 (inactive). (2) The compound is s1c(CNC(=O)c2c(occ2)C)ccc1. The result is 0 (inactive).